Dataset: Forward reaction prediction with 1.9M reactions from USPTO patents (1976-2016). Task: Predict the product of the given reaction. Given the reactants [C:1]1(=[O:8])[O:7]CCC[CH2:3][CH2:2]1.[C:9]([O:13][CH2:14][CH2:15]O)(=[O:12])C=C.C(O[N:22]=C=O)(=O)C=C.[N-]=C=O, predict the reaction product. The product is: [C:1]([OH:8])(=[O:7])[CH:2]=[CH2:3].[NH2:22][C:9]([O:13][CH2:14][CH3:15])=[O:12].